Dataset: Forward reaction prediction with 1.9M reactions from USPTO patents (1976-2016). Task: Predict the product of the given reaction. (1) The product is: [CH3:17][C:15]1[CH:14]=[CH:8][C:7]2[CH:6]=[N:5][C:4]([S:10][CH3:11])=[N:3][C:2]=2[N:1]=1. Given the reactants [NH2:1][C:2]1[C:7]([CH:8]=O)=[CH:6][N:5]=[C:4]([S:10][CH3:11])[N:3]=1.[OH-].[K+].[CH3:14][C:15]([CH3:17])=O, predict the reaction product. (2) Given the reactants Br[C:2]1[C:10]2[N:9]=[C:8]([N:11]3[CH2:16][CH2:15][N:14]([C:17]4[N:22]=[CH:21][C:20]([C@@H:23]([OH:25])[CH3:24])=[CH:19][C:18]=4[Cl:26])[CH2:13][C@H:12]3[CH3:27])[NH:7][C:6]=2[CH:5]=[C:4]([C:28]([F:31])([F:30])[F:29])[CH:3]=1.BrC1C2N=C(N3CCN(C4N=CC([C@H](O)C)=CC=4Cl)C[C@H]3C)NC=2C=C(C(F)(F)F)C=1.[F:63][C:64]1[CH:65]=[C:66](B(O)O)[CH:67]=[C:68]([F:71])[C:69]=1[F:70], predict the reaction product. The product is: [Cl:26][C:18]1[CH:19]=[C:20]([C@@H:23]([OH:25])[CH3:24])[CH:21]=[N:22][C:17]=1[N:14]1[CH2:15][CH2:16][N:11]([C:8]2[NH:9][C:10]3[C:2]([C:66]4[CH:65]=[C:64]([F:63])[C:69]([F:70])=[C:68]([F:71])[CH:67]=4)=[CH:3][C:4]([C:28]([F:31])([F:29])[F:30])=[CH:5][C:6]=3[N:7]=2)[C@H:12]([CH3:27])[CH2:13]1. (3) Given the reactants C1N=CN(C(N2C=NC=C2)=O)C=1.[Br:13][C:14]1[CH:19]=[CH:18][C:17](/[C:20](/[CH3:25])=[CH:21]/[C:22](O)=[O:23])=[CH:16][CH:15]=1.[BH4-].[Na+].OS([O-])(=O)=O.[K+], predict the reaction product. The product is: [Br:13][C:14]1[CH:15]=[CH:16][C:17](/[C:20](/[CH3:25])=[CH:21]/[CH2:22][OH:23])=[CH:18][CH:19]=1. (4) Given the reactants [O:1]=[C:2]1[NH:6][CH2:5][C@@H:4]([C:7]([O:9][CH2:10][C:11]2[CH:16]=[CH:15][CH:14]=[CH:13][CH:12]=2)=[O:8])[N:3]1[C:17]([O:19][CH2:20][C:21]1[CH:26]=[CH:25][CH:24]=[CH:23][CH:22]=1)=[O:18].C([O-])([O-])=O.[K+].[K+].Br[CH2:34][C:35]([O:37][CH2:38][CH3:39])=[O:36], predict the reaction product. The product is: [CH2:38]([O:37][C:35](=[O:36])[CH2:34][N:6]1[CH2:5][C@@H:4]([C:7]([O:9][CH2:10][C:11]2[CH:16]=[CH:15][CH:14]=[CH:13][CH:12]=2)=[O:8])[N:3]([C:17]([O:19][CH2:20][C:21]2[CH:26]=[CH:25][CH:24]=[CH:23][CH:22]=2)=[O:18])[C:2]1=[O:1])[CH3:39]. (5) Given the reactants [Cl:1][C:2]1[N:10]=[CH:9][N:8]=[C:7]2[C:3]=1[N:4]=[CH:5][N:6]2[CH2:11][C:12]1[CH:17]=[CH:16][C:15]([O:18][CH3:19])=[CH:14][CH:13]=1.[Li+].CC([N-]C(C)C)C.[Br:28]C(Cl)(Cl)C(Br)(Cl)Cl.[NH4+].[Cl-], predict the reaction product. The product is: [Br:28][C:5]1[N:6]([CH2:11][C:12]2[CH:17]=[CH:16][C:15]([O:18][CH3:19])=[CH:14][CH:13]=2)[C:7]2[C:3]([N:4]=1)=[C:2]([Cl:1])[N:10]=[CH:9][N:8]=2.